From a dataset of Catalyst prediction with 721,799 reactions and 888 catalyst types from USPTO. Predict which catalyst facilitates the given reaction. (1) Reactant: [CH3:1][C:2]1([CH2:21][C:22]([O:24][CH2:25][CH3:26])=[O:23])[C:10]2[C:5](=[CH:6][CH:7]=[CH:8][C:9]=2[N+:11]([O-])=O)[N:4]([CH2:14][C:15]([O:17][CH2:18][CH3:19])=[O:16])[C:3]1=S. Product: [NH2:11][C:9]1[CH:8]=[CH:7][CH:6]=[C:5]2[C:10]=1[C:2]([CH2:21][C:22]([O:24][CH2:25][CH3:26])=[O:23])([CH3:1])[CH2:3][N:4]2[CH2:14][C:15]([O:17][CH2:18][CH3:19])=[O:16]. The catalyst class is: 446. (2) Reactant: Br[C:2]1[CH:3]=[CH:4][C:5]([F:18])=[C:6]([C@:8]2([CH:15]([F:17])[F:16])[CH2:13][O:12][CH2:11][C:10]([NH2:14])=[N:9]2)[CH:7]=1.[C:19]([C:21]1[CH:22]=[C:23]([CH3:30])[C:24]([C:27]([NH2:29])=[O:28])=[N:25][CH:26]=1)#[N:20].[O-]P([O-])([O-])=O.[K+].[K+].[K+].CNCCNC. Product: [NH2:14][C:10]1[CH2:11][O:12][CH2:13][C@:8]([C:6]2[CH:7]=[C:2]([NH:29][C:27]([C:24]3[C:23]([CH3:30])=[CH:22][C:21]([C:19]#[N:20])=[CH:26][N:25]=3)=[O:28])[CH:3]=[CH:4][C:5]=2[F:18])([CH:15]([F:17])[F:16])[N:9]=1. The catalyst class is: 321. (3) Reactant: [Cl:1][C:2]1[CH:3]=[C:4]([NH:8][C:9]2[N:14]=[CH:13][N:12]=[C:11]([C:15]3[CH:20]=[CH:19][N:18]=[C:17]([C:21](=O)[CH3:22])[CH:16]=3)[N:10]=2)[CH:5]=[CH:6][CH:7]=1.C(O)(=O)C.C([O-])(=O)C.[Na+].[NH:33]([CH2:35][CH2:36][C:37]#[N:38])[NH2:34]. Product: [Cl:1][C:2]1[CH:3]=[C:4]([NH:8][C:9]2[N:14]=[CH:13][N:12]=[C:11]([C:15]3[CH:20]=[CH:19][N:18]=[C:17]([C:21](=[N:34][NH:33][CH2:35][CH2:36][C:37]#[N:38])[CH3:22])[CH:16]=3)[N:10]=2)[CH:5]=[CH:6][CH:7]=1. The catalyst class is: 5. (4) Reactant: [F:1][C:2]([F:14])([F:13])[C:3]1[CH:8]=[CH:7][N:6]=[C:5]([C:9](OC)=[O:10])[N:4]=1.O.[NH2:16][NH2:17]. Product: [F:1][C:2]([F:14])([F:13])[C:3]1[CH:8]=[CH:7][N:6]=[C:5]([C:9]([NH:16][NH2:17])=[O:10])[N:4]=1. The catalyst class is: 14. (5) Reactant: [Br:1][C:2]1[CH:3]=[C:4]2[C:8](=[C:9]([C:11]([O:13]CC)=[O:12])[CH:10]=1)[NH:7][CH:6]=[C:5]2[CH:16]1[CH2:21][CH:20]([CH3:22])[S:19](=[O:24])(=[O:23])[CH:18]([CH3:25])[CH2:17]1.CO.[OH-].[Na+]. Product: [Br:1][C:2]1[CH:3]=[C:4]2[C:8](=[C:9]([C:11]([OH:13])=[O:12])[CH:10]=1)[NH:7][CH:6]=[C:5]2[CH:16]1[CH2:17][CH:18]([CH3:25])[S:19](=[O:23])(=[O:24])[CH:20]([CH3:22])[CH2:21]1. The catalyst class is: 6.